From a dataset of Catalyst prediction with 721,799 reactions and 888 catalyst types from USPTO. Predict which catalyst facilitates the given reaction. (1) Reactant: Cl.[CH2:2]([O:4][C:5]([C@@H:7]1[C@@H:11]([C:12](=[O:28])[NH:13][C:14]2[CH:19]=[CH:18][C:17]([N:20]3[CH:25]=[CH:24][CH:23]=[CH:22][C:21]3=[O:26])=[CH:16][C:15]=2[F:27])[CH2:10][NH:9][CH2:8]1)=[O:6])[CH3:3].C([O-])([O-])=O.[K+].[K+].Br[CH2:36][C:37]([NH:39][C:40]1[CH:45]=[CH:44][C:43]([Cl:46])=[CH:42][N:41]=1)=[O:38]. Product: [CH2:2]([O:4][C:5]([C@@H:7]1[C@@H:11]([C:12](=[O:28])[NH:13][C:14]2[CH:19]=[CH:18][C:17]([N:20]3[CH:25]=[CH:24][CH:23]=[CH:22][C:21]3=[O:26])=[CH:16][C:15]=2[F:27])[CH2:10][N:9]([CH2:36][C:37](=[O:38])[NH:39][C:40]2[CH:45]=[CH:44][C:43]([Cl:46])=[CH:42][N:41]=2)[CH2:8]1)=[O:6])[CH3:3]. The catalyst class is: 10. (2) Reactant: CN(C(ON1N=NC2C=CC=CC1=2)=[N+](C)C)C.[B-](F)(F)(F)F.C1C=CC2N(O)N=NC=2C=1.[C:33]([N:40]1[CH2:48][CH2:47][CH2:46][C@H:42]([C:43]([OH:45])=O)[CH2:41]1)([O:35][C:36]([CH3:39])([CH3:38])[CH3:37])=[O:34].CCN(C(C)C)C(C)C.[CH3:58][O:59][C:60]1[CH:65]=[CH:64][C:63]([CH2:66][CH2:67][CH3:68])=[CH:62][C:61]=1[C:69]1[N:70]=[C:71]([NH2:74])[S:72][CH:73]=1. Product: [CH3:58][O:59][C:60]1[CH:65]=[CH:64][C:63]([CH2:66][CH2:67][CH3:68])=[CH:62][C:61]=1[C:69]1[N:70]=[C:71]([NH:74][C:43]([C@H:42]2[CH2:46][CH2:47][CH2:48][N:40]([C:33]([O:35][C:36]([CH3:37])([CH3:38])[CH3:39])=[O:34])[CH2:41]2)=[O:45])[S:72][CH:73]=1. The catalyst class is: 31. (3) Reactant: [S:1]1[C:5]2[NH:6][CH:7]=[CH:8][C:4]=2[CH:3]=[CH:2]1.[F:9][C:10]([F:21])([F:20])[C:11](O[C:11](=[O:12])[C:10]([F:21])([F:20])[F:9])=[O:12]. Product: [F:9][C:10]([F:21])([F:20])[C:11]([C:8]1[C:4]2[CH:3]=[CH:2][S:1][C:5]=2[NH:6][CH:7]=1)=[O:12]. The catalyst class is: 1. (4) Product: [CH:1]([C:20]1[CH:19]=[CH:18][CH:17]=[CH:16][C:15]=1[C:7]1[CH:8]=[CH:9][CH:10]=[CH:11][CH:12]=1)=[CH2:2]. The catalyst class is: 307. Reactant: [CH3:1][C:2](C)([O-])C.[K+].[C:7]1([C:15]2[CH:20]=[CH:19][CH:18]=[CH:17][CH:16]=2)[CH:12]=[CH:11][C:10](C=O)=[CH:9][CH:8]=1. (5) Reactant: [C:1]([O:5][C:6]([N:8]1[CH2:13][CH2:12][C:11]([C:19]#[N:20])([O:14][Si](C)(C)C)[CH2:10][CH2:9]1)=[O:7])([CH3:4])([CH3:3])[CH3:2].[H-].[Al+3].[Li+].[H-].[H-].[H-].[OH-].[Na+]. Product: [C:1]([O:5][C:6]([N:8]1[CH2:9][CH2:10][C:11]([CH2:19][NH2:20])([OH:14])[CH2:12][CH2:13]1)=[O:7])([CH3:4])([CH3:3])[CH3:2]. The catalyst class is: 7. (6) Reactant: Cl[CH2:2]/[CH:3]=[CH:4]\[CH2:5][O:6][C:7](=[O:9])[CH3:8].[CH2:10]([NH2:12])[CH3:11]. Product: [CH2:10]([NH:12][CH2:2]/[CH:3]=[CH:4]\[CH2:5][O:6][C:7](=[O:9])[CH3:8])[CH3:11]. The catalyst class is: 1. (7) Reactant: [Br:1][C:2]1[CH:3]=[C:4]2[C:8](=[CH:9][CH:10]=1)[NH:7][N:6]=[CH:5]2.CCN(CC)CC.[C:18](O[C:18]([O:20][C:21]([CH3:24])([CH3:23])[CH3:22])=[O:19])([O:20][C:21]([CH3:24])([CH3:23])[CH3:22])=[O:19]. Product: [Br:1][C:2]1[CH:3]=[C:4]2[C:8](=[CH:9][CH:10]=1)[N:7]([C:18]([O:20][C:21]([CH3:24])([CH3:23])[CH3:22])=[O:19])[N:6]=[CH:5]2. The catalyst class is: 649. (8) Reactant: [OH:1][C:2]1[CH:9]=[CH:8][C:5]([CH:6]=[O:7])=[CH:4][C:3]=1[O:10][CH2:11][CH2:12][OH:13].[N+:14]([O-])([OH:16])=[O:15].CCO. Product: [OH:1][C:2]1[C:9]([N+:14]([O-:16])=[O:15])=[CH:8][C:5]([CH:6]=[O:7])=[CH:4][C:3]=1[O:10][CH2:11][CH2:12][OH:13]. The catalyst class is: 15.